Dataset: NCI-60 drug combinations with 297,098 pairs across 59 cell lines. Task: Regression. Given two drug SMILES strings and cell line genomic features, predict the synergy score measuring deviation from expected non-interaction effect. (1) Drug 1: C1=CC=C(C=C1)NC(=O)CCCCCCC(=O)NO. Drug 2: CC1CCCC2(C(O2)CC(NC(=O)CC(C(C(=O)C(C1O)C)(C)C)O)C(=CC3=CSC(=N3)C)C)C. Cell line: HS 578T. Synergy scores: CSS=58.6, Synergy_ZIP=4.46, Synergy_Bliss=4.23, Synergy_Loewe=-20.6, Synergy_HSA=3.77. (2) Drug 1: C1CC(=O)NC(=O)C1N2CC3=C(C2=O)C=CC=C3N. Drug 2: CC1=C(N=C(N=C1N)C(CC(=O)N)NCC(C(=O)N)N)C(=O)NC(C(C2=CN=CN2)OC3C(C(C(C(O3)CO)O)O)OC4C(C(C(C(O4)CO)O)OC(=O)N)O)C(=O)NC(C)C(C(C)C(=O)NC(C(C)O)C(=O)NCCC5=NC(=CS5)C6=NC(=CS6)C(=O)NCCC[S+](C)C)O. Cell line: SW-620. Synergy scores: CSS=6.93, Synergy_ZIP=3.52, Synergy_Bliss=4.56, Synergy_Loewe=6.42, Synergy_HSA=4.48. (3) Drug 1: C1=C(C(=O)NC(=O)N1)F. Drug 2: CCCCCOC(=O)NC1=NC(=O)N(C=C1F)C2C(C(C(O2)C)O)O. Cell line: SK-MEL-2. Synergy scores: CSS=27.7, Synergy_ZIP=-3.59, Synergy_Bliss=-8.44, Synergy_Loewe=-20.9, Synergy_HSA=-8.07. (4) Drug 1: C1CC(=O)NC(=O)C1N2CC3=C(C2=O)C=CC=C3N. Drug 2: C1=CC=C(C=C1)NC(=O)CCCCCCC(=O)NO. Cell line: OVCAR-8. Synergy scores: CSS=37.4, Synergy_ZIP=-8.19, Synergy_Bliss=1.48, Synergy_Loewe=-31.9, Synergy_HSA=3.22. (5) Drug 1: CC1=C2C(C(=O)C3(C(CC4C(C3C(C(C2(C)C)(CC1OC(=O)C(C(C5=CC=CC=C5)NC(=O)OC(C)(C)C)O)O)OC(=O)C6=CC=CC=C6)(CO4)OC(=O)C)OC)C)OC. Cell line: SK-MEL-2. Synergy scores: CSS=43.2, Synergy_ZIP=0.981, Synergy_Bliss=-0.538, Synergy_Loewe=-35.3, Synergy_HSA=-0.601. Drug 2: C1CNP(=O)(OC1)N(CCCl)CCCl. (6) Drug 1: COC1=C2C(=CC3=C1OC=C3)C=CC(=O)O2. Drug 2: CC1C(C(CC(O1)OC2CC(CC3=C2C(=C4C(=C3O)C(=O)C5=CC=CC=C5C4=O)O)(C(=O)C)O)N)O. Cell line: SNB-19. Synergy scores: CSS=34.1, Synergy_ZIP=-3.80, Synergy_Bliss=-5.44, Synergy_Loewe=-4.00, Synergy_HSA=-1.67. (7) Drug 1: C1=NC2=C(N1)C(=S)N=C(N2)N. Drug 2: CC12CCC3C(C1CCC2O)C(CC4=C3C=CC(=C4)O)CCCCCCCCCS(=O)CCCC(C(F)(F)F)(F)F. Cell line: M14. Synergy scores: CSS=36.6, Synergy_ZIP=-7.02, Synergy_Bliss=0.0516, Synergy_Loewe=-4.21, Synergy_HSA=-1.53. (8) Drug 1: CN(C)C1=NC(=NC(=N1)N(C)C)N(C)C. Drug 2: CC(C)CN1C=NC2=C1C3=CC=CC=C3N=C2N. Cell line: SW-620. Synergy scores: CSS=-3.82, Synergy_ZIP=1.82, Synergy_Bliss=2.32, Synergy_Loewe=-1.10, Synergy_HSA=-1.43. (9) Drug 1: C(=O)(N)NO. Drug 2: N.N.Cl[Pt+2]Cl. Cell line: HL-60(TB). Synergy scores: CSS=65.9, Synergy_ZIP=2.02, Synergy_Bliss=4.08, Synergy_Loewe=-0.800, Synergy_HSA=5.22. (10) Drug 1: C1=C(C(=O)NC(=O)N1)N(CCCl)CCCl. Drug 2: CC1=C(C(=O)C2=C(C1=O)N3CC4C(C3(C2COC(=O)N)OC)N4)N. Cell line: OVCAR-4. Synergy scores: CSS=2.05, Synergy_ZIP=-2.61, Synergy_Bliss=-0.413, Synergy_Loewe=-0.402, Synergy_HSA=0.0531.